Predict the reaction yield, written as a fraction of the theoretical maximum amount of product (1.0 means a 100% yield; for example, 0.34 means a 34% yield). From a dataset of Reaction yield outcomes from USPTO patents with 853,638 reactions. (1) The reactants are O.OS(O)(=O)=O.[Cl:7][C:8]1[CH:9]=[C:10]([C:14]2[N:15]=[N:16][N:17]([CH:19]([CH3:23])[CH2:20][CH2:21][OH:22])[N:18]=2)[CH:11]=[CH:12][CH:13]=1.CC([OH:27])C. The catalyst is CC(C)=O. The product is [Cl:7][C:8]1[CH:9]=[C:10]([C:14]2[N:15]=[N:16][N:17]([CH:19]([CH3:23])[CH2:20][C:21]([OH:27])=[O:22])[N:18]=2)[CH:11]=[CH:12][CH:13]=1. The yield is 1.00. (2) The reactants are [Cl:1]Cl.C(O)(=O)C.[CH3:7][O:8][C:9]1[CH:32]=[CH:31][C:12]([O:13][C:14]2[CH:15]=[CH:16][C:17]3[O:22][CH:21]([C:23]([F:26])([F:25])[F:24])[C:20]([C:27]([OH:29])=[O:28])=[CH:19][C:18]=3[CH:30]=2)=[CH:11][CH:10]=1. No catalyst specified. The product is [Cl:1][C:32]1[CH:31]=[C:12]([CH:11]=[CH:10][C:9]=1[O:8][CH3:7])[O:13][C:14]1[CH:15]=[CH:16][C:17]2[O:22][CH:21]([C:23]([F:26])([F:25])[F:24])[C:20]([C:27]([OH:29])=[O:28])=[CH:19][C:18]=2[CH:30]=1. The yield is 0.530. (3) The reactants are Cl[C:2]1[CH:7]=[CH:6][N:5]=[CH:4][C:3]=1[N+:8]([O-:10])=[O:9].[CH3:11][C:12]([O:15][C:16]([NH:18][C@@H:19]1[CH2:24][NH:23][CH2:22][CH2:21][CH2:20]1)=[O:17])([CH3:14])[CH3:13].C(N(C(C)C)CC)(C)C. No catalyst specified. The product is [N+:8]([C:3]1[CH:4]=[N:5][CH:6]=[CH:7][C:2]=1[N:23]1[CH2:22][CH2:21][CH2:20][C@H:19]([NH:18][C:16](=[O:17])[O:15][C:12]([CH3:13])([CH3:11])[CH3:14])[CH2:24]1)([O-:10])=[O:9]. The yield is 0.990. (4) The reactants are [ClH:1].[CH3:2][C:3]1[CH:4]=[CH:5][CH:6]=[CH:7][C:8]=1[O:9][C@@H:10]([C:15]1[CH:16]=[CH:17][CH:18]=[CH:19][CH:20]=1)[CH2:11][CH2:12][NH:13][CH3:14]. The catalyst is C(OCCCC)(=O)C. The product is [ClH:1].[CH3:14][NH:13][CH2:12][CH2:11][C@@H:10]([O:9][C:8]1[CH:7]=[CH:6][CH:5]=[CH:4][C:3]=1[CH3:2])[C:15]1[CH:16]=[CH:17][CH:18]=[CH:19][CH:20]=1. The yield is 0.998. (5) The reactants are Cl.[O:2]1[C:6]2([CH2:11][CH2:10][N:9]([C:12]3[CH:20]=[CH:19][C:15]([CH:16]=[N:17][OH:18])=[CH:14][CH:13]=3)[CH2:8][CH2:7]2)[O:5][CH2:4][CH2:3]1.C([BH3-])#N.[Na+].[OH-].[Na+]. The catalyst is CN(C1C=CC(N=NC2C=CC(S(O)(=O)=O)=CC=2)=CC=1)C.O.CO. The product is [OH:18][NH:17][CH2:16][C:15]1[CH:19]=[CH:20][C:12]([N:9]2[CH2:8][CH2:7][C:6]3([O:5][CH2:4][CH2:3][O:2]3)[CH2:11][CH2:10]2)=[CH:13][CH:14]=1. The yield is 0.780. (6) The reactants are [C:1]([O:5][C:6](=[O:16])[NH:7][CH2:8][C:9](/[N:11]=[CH:12]/[N:13](C)C)=[O:10])([CH3:4])([CH3:3])[CH3:2].Cl.NO. The catalyst is C(O)C. The product is [C:1]([O:5][C:6](=[O:16])[NH:7][CH2:8][C:9]1[O:10][N:13]=[CH:12][N:11]=1)([CH3:4])([CH3:3])[CH3:2]. The yield is 0.510. (7) The reactants are [N+:1]([C:4]1[CH:10]=[C:9]([N+:11]([O-:13])=[O:12])[CH:8]=[CH:7][C:5]=1[NH2:6])([O-:3])=[O:2].[Br:14]Br. The catalyst is CC(O)=O.CCOC(C)=O. The product is [N+:1]([C:4]1[CH:10]=[C:9]([N+:11]([O-:13])=[O:12])[CH:8]=[C:7]([Br:14])[C:5]=1[NH2:6])([O-:3])=[O:2]. The yield is 0.920. (8) The reactants are [CH3:1][C:2]12[C:14]3[C:10]([CH2:11][CH2:12][CH2:13]1)=[CH:9][CH:8]=[CH:7][C:6]=3[C:5](=O)[CH2:4][CH2:3]2.[BH4-].[Na+].[Cl-].[Al+3].[Cl-].[Cl-]. The catalyst is O1CCCC1.C(OCC)(=O)C. The product is [CH3:1][C:2]12[C:14]3[C:6]([CH:5]=[CH:4][CH2:3]1)=[CH:7][CH:8]=[CH:9][C:10]=3[CH2:11][CH2:12][CH2:13]2. The yield is 0.970.